Dataset: CYP1A2 inhibition data for predicting drug metabolism from PubChem BioAssay. Task: Regression/Classification. Given a drug SMILES string, predict its absorption, distribution, metabolism, or excretion properties. Task type varies by dataset: regression for continuous measurements (e.g., permeability, clearance, half-life) or binary classification for categorical outcomes (e.g., BBB penetration, CYP inhibition). Dataset: cyp1a2_veith. The result is 0 (non-inhibitor). The molecule is CCOc1ccc(C(C)=O)cc1N1C(=O)C2C(C1=O)C1C=CC2C12CC2.